From a dataset of Forward reaction prediction with 1.9M reactions from USPTO patents (1976-2016). Predict the product of the given reaction. (1) Given the reactants [CH3:1][O:2][C:3]1[CH:4]=[C:5]([CH:10]=[C:11]([C:13]([F:16])([F:15])[F:14])[CH:12]=1)[C:6]([O:8]C)=O.[CH3:17][NH:18][O:19][CH3:20].C([Mg]Cl)(C)C, predict the reaction product. The product is: [CH3:1][O:2][C:3]1[CH:4]=[C:5]([CH:10]=[C:11]([C:13]([F:16])([F:15])[F:14])[CH:12]=1)[C:6]([N:18]([O:19][CH3:20])[CH3:17])=[O:8]. (2) Given the reactants [CH3:1][C:2]1[CH:6]=[C:5]([N:7]2[CH2:11][CH2:10][N:9]([CH2:12][CH2:13][O:14]S(C3C=CC(C)=CC=3)(=O)=O)[C:8]2=[O:25])[S:4][C:3]=1[C:26]([O:28][CH2:29][CH3:30])=[O:27].[C:31]1(O)[CH:36]=[CH:35][CH:34]=[CH:33][CH:32]=1.C(=O)([O-])[O-].[K+].[K+], predict the reaction product. The product is: [CH3:1][C:2]1[CH:6]=[C:5]([N:7]2[CH2:11][CH2:10][N:9]([CH2:12][CH2:13][O:14][C:31]3[CH:36]=[CH:35][CH:34]=[CH:33][CH:32]=3)[C:8]2=[O:25])[S:4][C:3]=1[C:26]([O:28][CH2:29][CH3:30])=[O:27]. (3) Given the reactants [CH3:1][N:2]([C:29]([O:31][C:32]([CH3:35])([CH3:34])[CH3:33])=[O:30])[CH:3]([CH3:28])[C:4]([NH:6][C:7]1[N:12]=[C:11]([C:13]#[C:14][Si:15]([CH:22]([CH3:24])[CH3:23])([CH:19]([CH3:21])[CH3:20])[CH:16]([CH3:18])[CH3:17])[C:10](B(O)O)=[CH:9][CH:8]=1)=[O:5].I[C:37]1[N:41]2[CH:42]=[CH:43][C:44]([CH3:46])=[CH:45][C:40]2=[N:39][C:38]=1[C:47]1[CH:52]=[CH:51][N:50]=[CH:49][CH:48]=1.C([O-])([O-])=O.[Na+].[Na+].O1CCOCC1, predict the reaction product. The product is: [C:32]([O:31][C:29](=[O:30])[N:2]([CH3:1])[CH:3]([CH3:28])[C:4]([NH:6][C:7]1[CH:8]=[CH:9][C:10]([C:37]2[N:41]3[CH:42]=[CH:43][C:44]([CH3:46])=[CH:45][C:40]3=[N:39][C:38]=2[C:47]2[CH:52]=[CH:51][N:50]=[CH:49][CH:48]=2)=[C:11]([C:13]#[C:14][Si:15]([CH:19]([CH3:20])[CH3:21])([CH:22]([CH3:23])[CH3:24])[CH:16]([CH3:18])[CH3:17])[N:12]=1)=[O:5])([CH3:34])([CH3:33])[CH3:35]. (4) Given the reactants [H-].[Na+].[NH2:3][CH:4]([CH3:7])[CH2:5][OH:6].[Cl:8][C:9]1[CH:14]=[CH:13][CH:12]=[C:11](Cl)[N:10]=1, predict the reaction product. The product is: [Cl:8][C:9]1[N:10]=[C:11]([O:6][CH2:5][CH:4]([NH2:3])[CH3:7])[CH:12]=[CH:13][CH:14]=1. (5) The product is: [NH2:4][C:5]1[CH:13]=[C:12]2[C:8]([CH2:9][CH2:10][C:11]2=[O:14])=[CH:7][CH:6]=1. Given the reactants C([NH:4][C:5]1[CH:13]=[C:12]2[C:8]([CH2:9][CH2:10][C:11]2=[O:14])=[CH:7][CH:6]=1)(=O)C.C.[OH-].[Na+], predict the reaction product. (6) Given the reactants [NH2:1][N:2]1[C:6](=[O:7])[C:5]2=[CH:8][CH:9]=[CH:10][CH:11]=[C:4]2[C:3]1=[O:12].[CH3:13][O:14][C:15]1[CH:22]=[CH:21][C:18]([CH:19]=O)=[CH:17][C:16]=1[CH3:23], predict the reaction product. The product is: [CH3:13][O:14][C:15]1[CH:22]=[CH:21][C:18]([CH:19]=[N:1][N:2]2[C:3](=[O:12])[C:4]3[C:5](=[CH:8][CH:9]=[CH:10][CH:11]=3)[C:6]2=[O:7])=[CH:17][C:16]=1[CH3:23]. (7) The product is: [O:1]1[CH2:2][CH2:3][C:4]([C:7]([OH:9])=[O:8])([C:12]([OH:14])=[O:13])[CH2:5][CH2:6]1. Given the reactants [O:1]1[CH2:6][CH2:5][C:4]([C:12]([O:14]CC)=[O:13])([C:7]([O:9]CC)=[O:8])[CH2:3][CH2:2]1.Cl, predict the reaction product. (8) Given the reactants [NH2:1][C:2]1[S:3][CH:4]=[C:5]([CH2:7][O:8]/[N:9]=[C:10](/[C:18]2[CH:23]=[CH:22][CH:21]=[CH:20][CH:19]=2)\[C:11]2[N:12]([CH3:17])[O:13][C:14](=[O:16])[N:15]=2)[N:6]=1.N1C=CC=CC=1.[O:30]1[C:35]2[CH:36]=[CH:37][CH:38]=[CH:39][C:34]=2[O:33][CH2:32][CH:31]1[C:40](Cl)=[O:41], predict the reaction product. The product is: [CH3:17][N:12]1[C:11](/[C:10](=[N:9]\[O:8][CH2:7][C:5]2[N:6]=[C:2]([NH:1][C:40]([CH:31]3[O:30][C:35]4[CH:36]=[CH:37][CH:38]=[CH:39][C:34]=4[O:33][CH2:32]3)=[O:41])[S:3][CH:4]=2)/[C:18]2[CH:23]=[CH:22][CH:21]=[CH:20][CH:19]=2)=[N:15][C:14](=[O:16])[O:13]1. (9) Given the reactants [CH2:1]([O:3][C:4]([C:6]1[CH:11]=[C:10]([O:12][CH2:13][CH2:14]Br)[CH:9]=[C:8]([C:16]2[CH:21]=[CH:20][CH:19]=[CH:18][CH:17]=2)[N:7]=1)=[O:5])[CH3:2].[NH:22]1[CH2:27][CH2:26][O:25][CH2:24][CH2:23]1, predict the reaction product. The product is: [CH2:1]([O:3][C:4]([C:6]1[CH:11]=[C:10]([O:12][CH2:13][CH2:14][N:22]2[CH2:27][CH2:26][O:25][CH2:24][CH2:23]2)[CH:9]=[C:8]([C:16]2[CH:21]=[CH:20][CH:19]=[CH:18][CH:17]=2)[N:7]=1)=[O:5])[CH3:2]. (10) Given the reactants [F:1][CH:2]([F:36])[C:3]1[CH:12]=[C:11]2[C:6]([CH2:7][CH2:8][CH2:9][N:10]2[C:13]2[C:17]3[CH2:18][NH:19][CH2:20][CH2:21][C:16]=3[N:15]([CH2:22][O:23][CH2:24][CH2:25][Si:26]([CH3:29])([CH3:28])[CH3:27])[N:14]=2)=[CH:5][C:4]=1[C:30]1[CH:31]=[N:32][N:33]([CH3:35])[CH:34]=1.C(N(CC)CC)C.[CH3:44][NH:45][C:46](N1C=CN=C1)=[O:47], predict the reaction product. The product is: [F:36][CH:2]([F:1])[C:3]1[CH:12]=[C:11]2[C:6]([CH2:7][CH2:8][CH2:9][N:10]2[C:13]2[C:17]3[CH2:18][N:19]([C:46]([NH:45][CH3:44])=[O:47])[CH2:20][CH2:21][C:16]=3[N:15]([CH2:22][O:23][CH2:24][CH2:25][Si:26]([CH3:28])([CH3:29])[CH3:27])[N:14]=2)=[CH:5][C:4]=1[C:30]1[CH:31]=[N:32][N:33]([CH3:35])[CH:34]=1.